From a dataset of Catalyst prediction with 721,799 reactions and 888 catalyst types from USPTO. Predict which catalyst facilitates the given reaction. (1) Reactant: [CH3:1][S:2]([C:5]1[CH:10]=[C:9]([N+:11]([O-:13])=[O:12])[CH:8]=[C:7]([N+]([O-])=O)[CH:6]=1)(=[O:4])=[O:3].[CH3:17][O-:18].[Na+].O. Product: [CH3:1][S:2]([C:5]1[CH:10]=[C:9]([N+:11]([O-:13])=[O:12])[CH:8]=[C:7]([O:18][CH3:17])[CH:6]=1)(=[O:4])=[O:3]. The catalyst class is: 5. (2) Reactant: [CH3:1][S:2]([C:5]1[CH:28]=[CH:27][C:8]([O:9][C:10]2[C:11]([CH:24]=CC)=[C:12]([C:20]([O:22][CH3:23])=[O:21])[CH:13]=[C:14]([CH:19]=2)[C:15]([O:17][CH3:18])=[O:16])=[CH:7][CH:6]=1)(=[O:4])=[O:3].[O:29]=[O+][O-]. Product: [CH:24]([C:11]1[C:10]([O:9][C:8]2[CH:7]=[CH:6][C:5]([S:2]([CH3:1])(=[O:4])=[O:3])=[CH:28][CH:27]=2)=[CH:19][C:14]([C:15]([O:17][CH3:18])=[O:16])=[CH:13][C:12]=1[C:20]([O:22][CH3:23])=[O:21])=[O:29]. The catalyst class is: 61. (3) Reactant: [CH3:1][O:2][C:3]1[CH:4]=[C:5]2[C:10](=[CH:11][CH:12]=1)[C:9]([OH:13])=[C:8]([C:14]1[CH:19]=[CH:18][CH:17]=[CH:16][CH:15]=1)[C:7]([CH3:20])=[CH:6]2.[H-].[Na+].F[C:24]1[CH:29]=[CH:28][C:27]([N+:30]([O-:32])=[O:31])=[CH:26][CH:25]=1. Product: [CH3:20][C:7]1[C:8]([C:14]2[CH:15]=[CH:16][CH:17]=[CH:18][CH:19]=2)=[C:9]([O:13][C:24]2[CH:29]=[CH:28][C:27]([N+:30]([O-:32])=[O:31])=[CH:26][CH:25]=2)[C:10]2[C:5]([CH:6]=1)=[CH:4][C:3]([O:2][CH3:1])=[CH:12][CH:11]=2. The catalyst class is: 3.